From a dataset of Full USPTO retrosynthesis dataset with 1.9M reactions from patents (1976-2016). Predict the reactants needed to synthesize the given product. (1) Given the product [CH3:19][NH:18][C:16]1[N:17]=[C:12]([CH:11]([OH:24])[CH3:10])[CH:13]=[CH:14][CH:15]=1, predict the reactants needed to synthesize it. The reactants are: [H-].[H-].[H-].[H-].[Li+].[Al+3].C(O[C:10](=O)[CH2:11][C:12]1[N:17]=[C:16]([NH:18][CH3:19])[CH:15]=[CH:14][CH:13]=1)C.C1C[O:24]CC1. (2) Given the product [ClH:8].[NH2:9][C:10]1[C:19]2[C:14](=[CH:15][C:16]([O:22][CH3:23])=[C:17]([O:20][CH3:21])[CH:18]=2)[N:13]=[C:12]([N:24]2[CH2:29][CH2:28][N:27]([C:6]([C:4]3[N:3]=[CH:2][O:1][CH:5]=3)=[O:7])[CH2:26][CH2:25]2)[N:11]=1, predict the reactants needed to synthesize it. The reactants are: [O:1]1[CH:5]=[C:4]([C:6]([Cl:8])=[O:7])[N:3]=[CH:2]1.[NH2:9][C:10]1[C:19]2[C:14](=[CH:15][C:16]([O:22][CH3:23])=[C:17]([O:20][CH3:21])[CH:18]=2)[N:13]=[C:12]([N:24]2[CH2:29][CH2:28][NH:27][CH2:26][CH2:25]2)[N:11]=1. (3) Given the product [ClH:40].[Cl:40][C:34]1[CH:35]=[C:36]([F:39])[CH:37]=[CH:38][C:33]=1[N:18]([CH2:17][C:16]1[CH:15]=[C:14]([CH3:44])[C:13]([O:12][C:10](=[O:11])[CH2:9][NH:8][CH3:6])=[C:42]([CH3:43])[CH:41]=1)[S:19]([CH:22]1[C:27]([C:28]([O:30][CH2:31][CH3:32])=[O:29])=[CH:26][CH2:25][CH2:24][CH2:23]1)(=[O:20])=[O:21], predict the reactants needed to synthesize it. The reactants are: C(O[C:6]([N:8](C)[CH2:9][C:10]([O:12][C:13]1[C:42]([CH3:43])=[CH:41][C:16]([CH2:17][N:18]([C:33]2[CH:38]=[CH:37][C:36]([F:39])=[CH:35][C:34]=2[Cl:40])[S:19]([CH:22]2[C:27]([C:28]([O:30][CH2:31][CH3:32])=[O:29])=[CH:26][CH2:25][CH2:24][CH2:23]2)(=[O:21])=[O:20])=[CH:15][C:14]=1[CH3:44])=[O:11])=O)(C)(C)C.C(OCC)(=O)C.Cl. (4) Given the product [CH3:23][S:20]([CH:18]=[CH:19][C:2]1[C:3]([CH:16]=[O:17])=[CH:4][C:5]2[C:6]([CH3:15])([CH3:14])[CH2:7][CH2:8][C:9]([CH3:13])([CH3:12])[C:10]=2[CH:11]=1)(=[O:22])=[O:21], predict the reactants needed to synthesize it. The reactants are: Br[C:2]1[C:3]([CH:16]=[O:17])=[CH:4][C:5]2[C:6]([CH3:15])([CH3:14])[CH2:7][CH2:8][C:9]([CH3:13])([CH3:12])[C:10]=2[CH:11]=1.[CH:18]([S:20]([CH3:23])(=[O:22])=[O:21])=[CH2:19].C(N(CC)CC)C.O. (5) Given the product [CH2:1]([O:8][C:9]1[C:14]2[N:15]([S:16]([C:19]3[CH:24]=[CH:23][C:22]([CH3:25])=[CH:21][CH:20]=3)(=[O:18])=[O:17])[CH:26]=[C:27]([CH2:28][C:29]3[C:34]([CH3:35])=[C:33]([O:36][CH3:37])[C:32]([CH3:38])=[CH:31][N:30]=3)[C:13]=2[N:12]=[C:11]([S:40][CH3:41])[N:10]=1)[C:2]1[CH:7]=[CH:6][CH:5]=[CH:4][CH:3]=1, predict the reactants needed to synthesize it. The reactants are: [CH2:1]([O:8][C:9]1[C:14]([N:15]([CH2:26]/[CH:27]=[CH:28]/[C:29]2[C:34]([CH3:35])=[C:33]([O:36][CH3:37])[C:32]([CH3:38])=[CH:31][N:30]=2)[S:16]([C:19]2[CH:24]=[CH:23][C:22]([CH3:25])=[CH:21][CH:20]=2)(=[O:18])=[O:17])=[C:13](Cl)[N:12]=[C:11]([S:40][CH3:41])[N:10]=1)[C:2]1[CH:7]=[CH:6][CH:5]=[CH:4][CH:3]=1.CC([O-])=O.[K+]. (6) Given the product [Cl:1][C:2]1[C:10]([Cl:11])=[CH:9][C:5]([C:6]([NH:22][C:23]2[CH:28]=[CH:27][N:26]=[C:25]([C:29]([OH:31])=[O:30])[CH:24]=2)=[O:8])=[C:4]([O:12][C:13]2[CH:18]=[CH:17][C:16]([F:19])=[CH:15][C:14]=2[O:20][CH3:21])[CH:3]=1, predict the reactants needed to synthesize it. The reactants are: [Cl:1][C:2]1[C:10]([Cl:11])=[CH:9][C:5]([C:6]([OH:8])=O)=[C:4]([O:12][C:13]2[CH:18]=[CH:17][C:16]([F:19])=[CH:15][C:14]=2[O:20][CH3:21])[CH:3]=1.[NH2:22][C:23]1[CH:28]=[CH:27][N:26]=[C:25]([C:29]([O:31]C)=[O:30])[CH:24]=1.CN(C(ON1N=NC2C=CC=NC1=2)=[N+](C)C)C.F[P-](F)(F)(F)(F)F.